From a dataset of Full USPTO retrosynthesis dataset with 1.9M reactions from patents (1976-2016). Predict the reactants needed to synthesize the given product. Given the product [NH2:15][C:14]1[CH:13]=[C:12]([O:11][CH3:10])[C:18]([CH3:19])=[CH:17][C:16]=1[CH:23]([C:22]1[C:21]([F:20])=[CH:28][CH:27]=[CH:26][C:25]=1[F:29])[OH:24], predict the reactants needed to synthesize it. The reactants are: ClB(Cl)C1C=CC=CC=1.[CH3:10][O:11][C:12]1[CH:13]=[C:14]([CH:16]=[CH:17][C:18]=1[CH3:19])[NH2:15].[F:20][C:21]1[CH:28]=[CH:27][CH:26]=[C:25]([F:29])[C:22]=1[CH:23]=[O:24].[OH-].[Na+].